Dataset: Catalyst prediction with 721,799 reactions and 888 catalyst types from USPTO. Task: Predict which catalyst facilitates the given reaction. (1) The catalyst class is: 37. Product: [Cl:1][C:2]1[N:3]=[N:4][C:5]([Cl:9])=[CH:6][C:7]=1[N:12]1[CH2:13][CH2:14][O:15][CH2:16][C@H:11]1[CH3:10]. Reactant: [Cl:1][C:2]1[N:3]=[N:4][C:5]([Cl:9])=[CH:6][C:7]=1Cl.[CH3:10][C@@H:11]1[CH2:16][O:15][CH2:14][CH2:13][NH:12]1.CCN(C(C)C)C(C)C.O. (2) Product: [Br:1][C:2]1[CH:7]=[C:6]([N+:8]([O-:10])=[O:9])[CH:5]=[CH:4][C:3]=1[C:11]([CH3:17])([CH3:16])[CH2:12][CH2:13][NH2:15]. The catalyst class is: 1. Reactant: [Br:1][C:2]1[CH:7]=[C:6]([N+:8]([O-:10])=[O:9])[CH:5]=[CH:4][C:3]=1[C:11]([CH3:17])([CH3:16])[CH2:12][C:13]([NH2:15])=O.B.C1COCC1. (3) Product: [Cl:16][C:17]1[CH:18]=[C:19]([NH:20][C:8]([C:4]2[C:5]([CH2:6][OH:7])=[N:1][O:2][N:3]=2)=[O:9])[CH:21]=[CH:22][C:23]=1[F:24]. The catalyst class is: 14. Reactant: [N:1]1[O:2][N:3]=[C:4]2[C:8](=[O:9])[O:7][CH2:6][C:5]=12.CN(C)C(=O)C.[Cl:16][C:17]1[CH:18]=[C:19]([CH:21]=[CH:22][C:23]=1[F:24])[NH2:20]. (4) Reactant: [CH3:1][S:2][C:3]1[C:11]2[NH:10][C:9]3[CH2:12][CH2:13][N:14]([C:16]([O:18][C:19]([CH3:22])([CH3:21])[CH3:20])=[O:17])[CH2:15][C:8]=3[C:7]=2[CH:6]=[CH:5][CH:4]=1.[OH-].[K+].I[CH3:26]. Product: [CH3:26][N:10]1[C:11]2[C:3]([S:2][CH3:1])=[CH:4][CH:5]=[CH:6][C:7]=2[C:8]2[CH2:15][N:14]([C:16]([O:18][C:19]([CH3:22])([CH3:21])[CH3:20])=[O:17])[CH2:13][CH2:12][C:9]1=2. The catalyst class is: 57. (5) Reactant: [NH2:1][C:2]1[N:11]=[CH:10][C:9]([Br:12])=[CH:8][C:3]=1[C:4]([O:6]C)=[O:5].[OH-].[Na+]. Product: [NH2:1][C:2]1[N:11]=[CH:10][C:9]([Br:12])=[CH:8][C:3]=1[C:4]([OH:6])=[O:5]. The catalyst class is: 5. (6) Reactant: [CH:1]1([C:5]#[N:6])[CH2:4][CH2:3][CH2:2]1.C([N-]C(C)C)(C)C.[Li+].[O:15]1[CH2:19][CH2:18][C:17](=[O:20])[CH2:16]1.CN(C)P(N(C)C)(N(C)C)=O. Product: [OH:20][C:17]1([C:1]2([C:5]#[N:6])[CH2:4][CH2:3][CH2:2]2)[CH2:18][CH2:19][O:15][CH2:16]1. The catalyst class is: 1.